This data is from NCI-60 drug combinations with 297,098 pairs across 59 cell lines. The task is: Regression. Given two drug SMILES strings and cell line genomic features, predict the synergy score measuring deviation from expected non-interaction effect. (1) Drug 1: C1CN(CCN1C(=O)CCBr)C(=O)CCBr. Drug 2: CC12CCC3C(C1CCC2OP(=O)(O)O)CCC4=C3C=CC(=C4)OC(=O)N(CCCl)CCCl.[Na+]. Cell line: MDA-MB-435. Synergy scores: CSS=2.76, Synergy_ZIP=-1.11, Synergy_Bliss=3.27, Synergy_Loewe=0.588, Synergy_HSA=1.43. (2) Drug 1: CC1=C(C=C(C=C1)NC2=NC=CC(=N2)N(C)C3=CC4=NN(C(=C4C=C3)C)C)S(=O)(=O)N.Cl. Drug 2: CN(CCCl)CCCl.Cl. Cell line: NCI-H460. Synergy scores: CSS=-1.94, Synergy_ZIP=2.75, Synergy_Bliss=-5.60, Synergy_Loewe=-18.1, Synergy_HSA=-10.7. (3) Drug 1: COC1=C(C=C2C(=C1)N=CN=C2NC3=CC(=C(C=C3)F)Cl)OCCCN4CCOCC4. Drug 2: CC1=CC2C(CCC3(C2CCC3(C(=O)C)OC(=O)C)C)C4(C1=CC(=O)CC4)C. Cell line: COLO 205. Synergy scores: CSS=20.1, Synergy_ZIP=3.10, Synergy_Bliss=7.59, Synergy_Loewe=-3.52, Synergy_HSA=6.32.